Task: Predict the reactants needed to synthesize the given product.. Dataset: Full USPTO retrosynthesis dataset with 1.9M reactions from patents (1976-2016) (1) Given the product [NH:7]1[C:8]2[C:4](=[CH:3][C:2]([B:26]([OH:31])[OH:27])=[CH:10][CH:9]=2)[CH:5]=[CH:6]1, predict the reactants needed to synthesize it. The reactants are: Br[C:2]1[CH:3]=[C:4]2[C:8](=[CH:9][CH:10]=1)[NH:7][CH:6]=[CH:5]2.[H-].[K+].C(=O)=O.CCCCC.C([Li])(C)(C)C.[B:26](OC(C)C)([O:31]C(C)C)[O:27]C(C)C.P(=O)(O)(O)O. (2) Given the product [CH3:1][O:2][C:3]1[CH:10]=[CH:9][CH:8]=[CH:7][C:4]=1[CH:5]1[C:18]([C:17]([O:23][CH2:24][CH3:25])=[O:22])=[C:19]([CH3:21])[NH:11][C:12]2=[N:13][NH:14][CH:15]=[C:16]12, predict the reactants needed to synthesize it. The reactants are: [CH3:1][O:2][C:3]1[CH:10]=[CH:9][CH:8]=[CH:7][C:4]=1[CH:5]=O.[NH2:11][C:12]1[CH:16]=[CH:15][NH:14][N:13]=1.[C:17]([O:23][CH2:24][CH3:25])(=[O:22])[CH2:18][C:19]([CH3:21])=O. (3) Given the product [CH3:32][N:31]([CH3:33])[C:29]([C:28]1[CH:34]=[CH:35][C:25]([O:11][C:8]2[C:9]3[C:4]([CH:5]=[C:6]([C:19]([O:21][CH2:22][CH3:23])=[O:20])[CH:7]=2)=[N:3][N:2]([CH3:1])[CH:10]=3)=[CH:26][CH:27]=1)=[O:30], predict the reactants needed to synthesize it. The reactants are: [CH3:1][N:2]1[CH:10]=[C:9]2[C:4]([CH:5]=[C:6]([C:19]([O:21][CH2:22][CH3:23])=[O:20])[CH:7]=[C:8]2[O:11]S(C(F)(F)F)(=O)=O)=[N:3]1.O[C:25]1[CH:35]=[CH:34][C:28]([C:29]([N:31]([CH3:33])[CH3:32])=[O:30])=[CH:27][CH:26]=1.P([O-])([O-])([O-])=O.[K+].[K+].[K+].C(P(C(C)(C)C)C1C=CC=CC=1C1C(C(C)C)=CC(C(C)C)=CC=1C(C)C)(C)(C)C. (4) The reactants are: [CH:1](=[O:5])[CH2:2][CH2:3][CH3:4].[CH2:6](O)[CH2:7][CH2:8][OH:9]. Given the product [CH2:2]([CH:1]1[O:9][CH2:8][CH2:7][CH2:6][O:5]1)[CH2:3][CH3:4], predict the reactants needed to synthesize it. (5) Given the product [Br:1][C:2]1[NH:11][C:5]2[N:6]=[CH:7][N:8]=[C:9]([NH:16][C:15]3[CH:17]=[CH:18][C:19]([O:20][CH3:21])=[C:13]([OH:12])[CH:14]=3)[C:4]=2[CH:3]=1, predict the reactants needed to synthesize it. The reactants are: [Br:1][C:2]1[NH:11][C:5]2[N:6]=[CH:7][N:8]=[C:9](Cl)[C:4]=2[CH:3]=1.[OH:12][C:13]1[CH:14]=[C:15]([CH:17]=[CH:18][C:19]=1[O:20][CH3:21])[NH2:16].C(N(C(C)C)CC)(C)C. (6) Given the product [Cl:1][C:2]1[CH:10]=[CH:9][C:5]([C:6](=[O:8])[CH2:32][C:31]([O:30][CH2:28][CH3:29])=[O:36])=[CH:4][C:3]=1[O:11][C:12]([F:15])([F:14])[F:13], predict the reactants needed to synthesize it. The reactants are: [Cl:1][C:2]1[CH:10]=[CH:9][C:5]([C:6]([OH:8])=O)=[CH:4][C:3]=1[O:11][C:12]([F:15])([F:14])[F:13].C1N=CN(C(N2C=NC=C2)=O)C=1.[CH2:28]([O:30][C:31](=[O:36])[CH2:32]C([O-])=O)[CH3:29].[K+].C(N(CC)CC)C.[Mg+2].[Cl-].[Cl-]. (7) Given the product [C:4](=[O:5])=[O:3].[NH2:16][C@H:17]([C:22]([OH:24])=[O:23])[CH2:18][CH2:19][S:20][CH3:21].[NH2:25][C@@H:26]([CH2:30][CH2:31][OH:32])[C:27]([OH:29])=[O:28], predict the reactants needed to synthesize it. The reactants are: CC[O:3][C:4](C)=[O:5].CCOCC.C(Cl)(Cl)Cl.[NH2:16][C@H:17]([C:22]([OH:24])=[O:23])[CH2:18][CH2:19][S:20][CH3:21].[NH2:25][C@@H:26]([CH2:30][CH2:31][OH:32])[C:27]([OH:29])=[O:28].